Dataset: Experimentally validated miRNA-target interactions with 360,000+ pairs, plus equal number of negative samples. Task: Binary Classification. Given a miRNA mature sequence and a target amino acid sequence, predict their likelihood of interaction. (1) The miRNA is mmu-miR-204-5p with sequence UUCCCUUUGUCAUCCUAUGCCU. The protein sequence of the target gene is MHPDLSPHLHTEECNVLINLLKECHKNHNILKFFGHCNDLDREMRKCLKNEYSERRTRSREHGAAMRRRLSDPPEEAGR. Result: 0 (no interaction). (2) The miRNA is hsa-miR-1468-3p with sequence AGCAAAAUAAGCAAAUGGAAAA. The protein sequence of the target gene is MELALLCGLVVMAGVIPIQGGILNLNKMVKQVTGKMPILSYWPYGCHCGLGGRGQPKDATDWCCQTHDCCYDHLKTQGCSIYKDYYRYNFSQGNIHCSDKGSWCEQQLCACDKEVAFCLKRNLDTYQKRLRFYWRPHCRGQTPGC. Result: 1 (interaction). (3) The miRNA is hsa-miR-4662a-5p with sequence UUAGCCAAUUGUCCAUCUUUAG. The protein sequence of the target gene is MAMAQKLSHLLPSLRQVIQEPQLSLQPEPVFTVDRAEVPPLFWKPYIYAGYRPLHQTWRFYFRTLFQQHNEAVNVWTHLLAALVLLLRLALFVETVDFWGDPHALPLFIIVLASFTYLSFSALAHLLQAKSEFWHYSFFFLDYVGVAVYQFGSALAHFYYAIEPAWHAQVQAVFLPMAAFLAWLSCIGSCYNKYIQKPGLLGRTCQEVPSVLAYALDISPVVHRIFVSSDPTTDDPALLYHKCQVVFFLLAAAFFSTFMPERWFPGSCHVFGQGHQLFHIFLVLCTLAQLEAVALDYEAR.... Result: 1 (interaction). (4) The miRNA is hsa-miR-3140-3p with sequence AGCUUUUGGGAAUUCAGGUAGU. The protein sequence of the target gene is MGPLQFRDVAIEFSLEEWHCLDTAQRNLYRNVMLENYRNLVFLGIVVSKPDLITCLEQGKKPLTMKKHEMVANPSVTCSHFARDLWPEQSIKDSFQKVTLRRYENYGHDNLQFKKGCESVDECKVHKRGYNGLNQYLTTTQSKIFQCDKYVKVIHKFSNSNRHKIRHTGKKPFKCIECGKAFNQSSTLTTHKKIHTGEKPFKCEECGKAFNWSSHLTTHKRIHTGEKRYKCEDCGKAFSRFSYLTAHKIIHSGEKPYKCEECGKAFKRSSNLTTHKIIHTGEKPYKCEECGKAFKRSSIL.... Result: 0 (no interaction). (5) The miRNA is hsa-miR-485-3p with sequence GUCAUACACGGCUCUCCUCUCU. The protein sequence of the target gene is MSDTPSTGFSIIHPTSSEGQVPPPRHLSLTHPVVAKRISFYKSGDPQFGGVRVVVNPRSFKSFDALLDNLSRKVPLPFGVRNISTPRGRHSITRLEELEDGESYLCSHGRKVQPVDLDKARRRPRPWLSSRAISAHSPPHPVAVAAPGMPRPPRSLVVFRNGDPKTRRAVLLSRRVTQSFEAFLQHLTEVMQRPVVKLYATDGRRVPSLQAVILSSGAVVAAGREPFKPGNYDIQKYLLPARLPGISQRVYPKGNAKSESRKISTHMSSSSRSQIYSVSSEKTHNNDCYLDYSFVPEKYL.... Result: 0 (no interaction).